The task is: Predict the reactants needed to synthesize the given product.. This data is from Full USPTO retrosynthesis dataset with 1.9M reactions from patents (1976-2016). Given the product [F:10][C:9]1[CH:4]=[C:5]([F:14])[CH:6]=[C:7]([F:12])[CH:8]=1, predict the reactants needed to synthesize it. The reactants are: [OH-].[Na+].Cl[C:4]1[C:9]([F:10])=[C:8](Cl)[C:7]([F:12])=[C:6](Cl)[C:5]=1[F:14].